Task: Predict the reactants needed to synthesize the given product.. Dataset: Full USPTO retrosynthesis dataset with 1.9M reactions from patents (1976-2016) Given the product [ClH:1].[Cl:1][C:2]1[N:7]=[N:6][C:5]([N:8]2[C:16]3[CH2:15][CH2:14][NH:13][CH2:12][C:11]=3[CH:10]=[N:9]2)=[CH:4][CH:3]=1, predict the reactants needed to synthesize it. The reactants are: [Cl:1][C:2]1[N:7]=[N:6][C:5]([N:8]2[C:16]3[CH2:15][CH2:14][N:13](C(OC(C)(C)C)=O)[CH2:12][C:11]=3[CH:10]=[N:9]2)=[CH:4][CH:3]=1.Cl.